This data is from Forward reaction prediction with 1.9M reactions from USPTO patents (1976-2016). The task is: Predict the product of the given reaction. (1) Given the reactants [Cl:1][C:2]1[CH:7]=[CH:6][C:5]([NH2:8])=[CH:4][C:3]=1[CH2:9][CH2:10][CH2:11][N:12]([CH2:15][CH3:16])[CH2:13][CH3:14].[Cl:17][C:18]1[C:19]([C:35]#[N:36])=[C:20]([CH:32]=[CH:33][CH:34]=1)[O:21][C:22]1[CH:27]=[CH:26][C:25]([S:28](Cl)(=[O:30])=[O:29])=[CH:24][CH:23]=1.Cl, predict the reaction product. The product is: [Cl:17][C:18]1[C:19]([C:35]#[N:36])=[C:20]([CH:32]=[CH:33][CH:34]=1)[O:21][C:22]1[CH:23]=[CH:24][C:25]([S:28]([NH:8][C:5]2[CH:6]=[CH:7][C:2]([Cl:1])=[C:3]([CH2:9][CH2:10][CH2:11][N:12]([CH2:15][CH3:16])[CH2:13][CH3:14])[CH:4]=2)(=[O:29])=[O:30])=[CH:26][CH:27]=1. (2) Given the reactants [NH2:1][C:2]1[CH:3]=[C:4]([C:8]2[C:17]3[C:12](=[C:13]([CH3:18])[CH:14]=[CH:15][CH:16]=3)[N:11]=[CH:10][C:9]=2[C:19]([C:21]2[CH:26]=[CH:25][CH:24]=[CH:23][CH:22]=2)=[O:20])[CH:5]=[CH:6][CH:7]=1.C[O:28][C:29](=[O:39])[CH2:30][C:31]1[CH:36]=[CH:35][C:34]([CH:37]=O)=[CH:33][CH:32]=1, predict the reaction product. The product is: [C:19]([C:9]1[CH:10]=[N:11][C:12]2[C:17]([C:8]=1[C:4]1[CH:3]=[C:2]([NH:1][CH2:37][C:34]3[CH:33]=[CH:32][C:31]([CH2:30][C:29]([OH:39])=[O:28])=[CH:36][CH:35]=3)[CH:7]=[CH:6][CH:5]=1)=[CH:16][CH:15]=[CH:14][C:13]=2[CH3:18])(=[O:20])[C:21]1[CH:26]=[CH:25][CH:24]=[CH:23][CH:22]=1. (3) Given the reactants [NH:1]([C:8]1[CH:13]=[CH:12][C:11]([OH:14])=[CH:10][CH:9]=1)[C:2]1[CH:7]=[CH:6][CH:5]=[CH:4][CH:3]=1.N1C=CN=C1.[Si:20](Cl)([C:23]([CH3:26])([CH3:25])[CH3:24])([CH3:22])[CH3:21].O, predict the reaction product. The product is: [Si:20]([O:14][C:11]1[CH:10]=[CH:9][C:8]([NH:1][C:2]2[CH:7]=[CH:6][CH:5]=[CH:4][CH:3]=2)=[CH:13][CH:12]=1)([C:23]([CH3:26])([CH3:25])[CH3:24])([CH3:22])[CH3:21]. (4) Given the reactants [C:1]([NH:4][C:5]1[CH:10]=[CH:9][C:8]([O:11][C:12](=[O:27])/[CH:13]=[CH:14]/[C:15]2[CH:20]=[CH:19][C:18]([O:21]C(=O)C)=[C:17]([O:25][CH3:26])[CH:16]=2)=[CH:7][CH:6]=1)(=[O:3])[CH3:2].C(=O)([O-])[O-].[K+].[K+], predict the reaction product. The product is: [C:1]([NH:4][C:5]1[CH:10]=[CH:9][C:8]([O:11][C:12](=[O:27])/[CH:13]=[CH:14]/[C:15]2[CH:20]=[CH:19][C:18]([OH:21])=[C:17]([O:25][CH3:26])[CH:16]=2)=[CH:7][CH:6]=1)(=[O:3])[CH3:2]. (5) Given the reactants [N+:1]([C:4]1[O:8][C:7]([C:9](Cl)=[O:10])=[CH:6][CH:5]=1)([O-:3])=[O:2].[NH:12]([C:14]1[S:15][C:16]2[CH:22]=[C:21]([O:23][CH3:24])[CH:20]=[CH:19][C:17]=2[N:18]=1)[NH2:13], predict the reaction product. The product is: [CH3:24][O:23][C:21]1[CH:20]=[CH:19][C:17]2[N:18]=[C:14]([NH:12][NH:13][C:9]([C:7]3[O:8][C:4]([N+:1]([O-:3])=[O:2])=[CH:5][CH:6]=3)=[O:10])[S:15][C:16]=2[CH:22]=1. (6) Given the reactants Cl[O-].[Na+].[OH:4][N:5]=[CH:6][CH2:7][O:8][CH:9]([C:13]1([CH3:16])[CH2:15][CH2:14]1)[CH2:10][CH:11]=[CH2:12].C(N(CC)CC)C, predict the reaction product. The product is: [CH3:16][C:13]1([C@@H:9]2[O:8][CH2:7][C:6]3=[N:5][O:4][CH2:12][C@@H:11]3[CH2:10]2)[CH2:15][CH2:14]1. (7) Given the reactants [C:1]([O:5][C:6](=[O:28])[N:7]([CH3:27])[CH2:8][CH:9]1[CH2:18][C:17](=[O:19])[C:16]2[C:11](=[CH:12][C:13]([S:20][C:21]3[CH:26]=[CH:25][CH:24]=[CH:23][CH:22]=3)=[CH:14][CH:15]=2)[O:10]1)([CH3:4])([CH3:3])[CH3:2].C(#N)C.CO.[OH2:34].OOS([O-])=O.[K+].[OH2:41], predict the reaction product. The product is: [C:1]([O:5][C:6](=[O:28])[N:7]([CH2:8][CH:9]1[CH2:18][C:17](=[O:19])[C:16]2[C:11](=[CH:12][C:13]([S:20]([C:21]3[CH:22]=[CH:23][CH:24]=[CH:25][CH:26]=3)(=[O:41])=[O:34])=[CH:14][CH:15]=2)[O:10]1)[CH3:27])([CH3:4])([CH3:3])[CH3:2].